This data is from Forward reaction prediction with 1.9M reactions from USPTO patents (1976-2016). The task is: Predict the product of the given reaction. (1) Given the reactants [C:1]([NH:9][C:10]1[CH:15]=[CH:14][CH:13]=[CH:12][C:11]=1[C:16](=[C:30]1[CH2:35][CH2:34][NH:33][CH2:32][CH2:31]1)[C:17]1[CH:29]=[CH:28][C:20]([C:21]([N:23]([CH2:26][CH3:27])[CH2:24][CH3:25])=[O:22])=[CH:19][CH:18]=1)(=[O:8])[C:2]1[CH:7]=[CH:6][CH:5]=C[CH:3]=1.CC(OC(N1CCC(=C(C2C=CC=CC=2N)C2C=CC(C(N(CC)CC)=O)=CC=2)CC1)=O)(C)C.C1(C(Cl)=O)CCCC1.C(O)(C(F)(F)F)=O, predict the reaction product. The product is: [CH:2]1([C:1]([NH:9][C:10]2[CH:15]=[CH:14][CH:13]=[CH:12][C:11]=2[C:16](=[C:30]2[CH2:31][CH2:32][NH:33][CH2:34][CH2:35]2)[C:17]2[CH:18]=[CH:19][C:20]([C:21]([N:23]([CH2:26][CH3:27])[CH2:24][CH3:25])=[O:22])=[CH:28][CH:29]=2)=[O:8])[CH2:3][CH2:5][CH2:6][CH2:7]1. (2) Given the reactants Br[C:2]1[CH:3]=[C:4]([C@@H:8]([NH:10][C:11]([C:13]2[CH:14]=[C:15]3[C:19](=[CH:20][CH:21]=2)[N:18]([CH2:22][C:23]2[CH:28]=[CH:27][C:26]([C:29]4[C:30]([C:35]([O:37][C:38]([CH3:41])([CH3:40])[CH3:39])=[O:36])=[CH:31][CH:32]=[CH:33][CH:34]=4)=[CH:25][CH:24]=2)[C:17]([CH3:42])=[C:16]3[CH3:43])=[O:12])[CH3:9])[CH:5]=[CH:6][CH:7]=1.C([O-])([O-])=O.[K+].[K+].[C:50](B1OC(C)(C)C(C)(C)O1)([CH3:52])=[CH2:51], predict the reaction product. The product is: [CH3:42][C:17]1[N:18]([CH2:22][C:23]2[CH:28]=[CH:27][C:26]([C:29]3[C:30]([C:35]([O:37][C:38]([CH3:41])([CH3:40])[CH3:39])=[O:36])=[CH:31][CH:32]=[CH:33][CH:34]=3)=[CH:25][CH:24]=2)[C:19]2[C:15]([C:16]=1[CH3:43])=[CH:14][C:13]([C:11](=[O:12])[NH:10][C@H:8]([C:4]1[CH:5]=[CH:6][CH:7]=[C:2]([C:50]([CH3:52])=[CH2:51])[CH:3]=1)[CH3:9])=[CH:21][CH:20]=2. (3) Given the reactants [NH2:1][C:2]1[CH:7]=[CH:6][C:5]([C:8]#[CH:9])=[CH:4][CH:3]=1.CCN(CC)CC.[O:17](C(OC(C)(C)C)=O)[C:18]([O:20][C:21]([CH3:24])([CH3:23])[CH3:22])=O.Cl, predict the reaction product. The product is: [C:18]([NH:1][C:2]1[CH:7]=[CH:6][C:5]([C:8]#[CH:9])=[CH:4][CH:3]=1)([O:20][C:21]([CH3:24])([CH3:23])[CH3:22])=[O:17]. (4) Given the reactants [Cl:1][C:2]1[CH:7]=[CH:6][C:5]([CH:8]([C:20]2[CH:25]=[CH:24][C:23]([Cl:26])=[CH:22][CH:21]=2)[C:9]2[CH:10]=[C:11]3[C:16](=[CH:17][CH:18]=2)[N:15]=[CH:14][N:13]=[C:12]3Cl)=[CH:4][CH:3]=1.Cl.[NH2:28][CH:29]1[CH2:34][CH2:33][N:32]([S:35]([CH2:38][C:39]([OH:41])=[O:40])(=[O:37])=[O:36])[CH2:31][CH2:30]1.[CH2:42](N(CC)CC)[CH3:43], predict the reaction product. The product is: [Cl:1][C:2]1[CH:7]=[CH:6][C:5]([CH:8]([C:20]2[CH:21]=[CH:22][C:23]([Cl:26])=[CH:24][CH:25]=2)[C:9]2[CH:10]=[C:11]3[C:16](=[CH:17][CH:18]=2)[N:15]=[CH:14][N:13]=[C:12]3[NH:28][CH:29]2[CH2:34][CH2:33][N:32]([S:35]([CH2:38][C:39]([O:41][CH2:42][CH3:43])=[O:40])(=[O:36])=[O:37])[CH2:31][CH2:30]2)=[CH:4][CH:3]=1. (5) Given the reactants [NH2:1][C@@H:2]1[CH2:7][CH2:6][N:5]([C:8]([O:10][C:11]([CH3:14])([CH3:13])[CH3:12])=[O:9])[CH2:4][C@H:3]1[OH:15].N1C=CN=C1.[C:21](N1C=CN=C1)(N1C=CN=C1)=[O:22], predict the reaction product. The product is: [O:22]=[C:21]1[NH:1][C@H:2]2[C@@H:3]([CH2:4][N:5]([C:8]([O:10][C:11]([CH3:12])([CH3:14])[CH3:13])=[O:9])[CH2:6][CH2:7]2)[O:15]1. (6) Given the reactants [N:1]1[CH:6]=[C:5](B(O)O)[CH:4]=[N:3][CH:2]=1.I[C:11]1[C@@:15]2([CH3:38])[CH2:16][CH2:17][C@H:18]3[C@H:27]([C@@H:14]2[CH2:13][CH:12]=1)[CH2:26][CH:25]=[C:24]1[C@:19]3([CH3:37])[CH2:20][CH2:21][C:22](=[O:36])[N:23]1[CH2:28][CH2:29][N:30]1[CH2:35][CH2:34][O:33][CH2:32][CH2:31]1, predict the reaction product. The product is: [CH3:37][C@@:19]12[C@H:18]3[CH2:17][CH2:16][C@@:15]4([CH3:38])[C@H:14]([C@@H:27]3[CH2:26][CH:25]=[C:24]1[N:23]([CH2:28][CH2:29][N:30]1[CH2:35][CH2:34][O:33][CH2:32][CH2:31]1)[C:22](=[O:36])[CH2:21][CH2:20]2)[CH2:13][CH:12]=[C:11]4[C:5]1[CH:6]=[N:1][CH:2]=[N:3][CH:4]=1.